Task: Predict which catalyst facilitates the given reaction.. Dataset: Catalyst prediction with 721,799 reactions and 888 catalyst types from USPTO (1) Reactant: [NH2:1][C:2]1[NH:3][C:4](=[S:16])[C:5]([C:14]#[N:15])=[C:6]([C:8]2[CH:13]=[CH:12][CH:11]=[CH:10][CH:9]=2)[N:7]=1.[CH2:17](Br)[C:18]1[CH:23]=[CH:22][CH:21]=[CH:20][CH:19]=1.CC[O-].[Na+]. Product: [NH2:1][C:2]1[N:3]=[C:4]([S:16][CH2:17][C:18]2[CH:23]=[CH:22][CH:21]=[CH:20][CH:19]=2)[C:5]([C:14]#[N:15])=[C:6]([C:8]2[CH:13]=[CH:12][CH:11]=[CH:10][CH:9]=2)[N:7]=1. The catalyst class is: 8. (2) Reactant: [CH2:1]([O:3][C:4]([C:6]1[C:10]([CH:11]=O)=[C:9]([Br:13])[N:8]([C:14]2[CH:19]=[CH:18][CH:17]=[CH:16][C:15]=2[Cl:20])[N:7]=1)=[O:5])[CH3:2].[CH:21]([NH2:24])([CH3:23])[CH3:22].C(O)(=O)C.C(O[BH-](OC(=O)C)OC(=O)C)(=O)C.[Na+]. Product: [CH2:1]([O:3][C:4]([C:6]1[C:10]([CH2:11][NH:24][CH:21]([CH3:23])[CH3:22])=[C:9]([Br:13])[N:8]([C:14]2[CH:19]=[CH:18][CH:17]=[CH:16][C:15]=2[Cl:20])[N:7]=1)=[O:5])[CH3:2]. The catalyst class is: 756. (3) Reactant: C[O:2][C:3]([C:5]1[C:6]2[CH:7]=[CH:8][CH:9]=[N:10][C:11]=2[C:12]([O:27][CH:28]([C:35]2[CH:40]=[CH:39][CH:38]=[CH:37][CH:36]=2)[C:29]2[CH:34]=[CH:33][CH:32]=[CH:31][CH:30]=2)=[C:13]2[C:17](=[O:18])[N:16]([CH2:19][C:20]3[CH:25]=[CH:24][C:23]([F:26])=[CH:22][CH:21]=3)[CH2:15][C:14]=12)=[O:4].C1COCC1.CO.[Li+].[OH-]. Product: [CH:28]([O:27][C:12]1[C:11]2[N:10]=[CH:9][CH:8]=[CH:7][C:6]=2[C:5]([C:3]([OH:4])=[O:2])=[C:14]2[CH2:15][N:16]([CH2:19][C:20]3[CH:25]=[CH:24][C:23]([F:26])=[CH:22][CH:21]=3)[C:17](=[O:18])[C:13]=12)([C:35]1[CH:36]=[CH:37][CH:38]=[CH:39][CH:40]=1)[C:29]1[CH:34]=[CH:33][CH:32]=[CH:31][CH:30]=1. The catalyst class is: 6.